From a dataset of hERG Central: cardiac toxicity at 1µM, 10µM, and general inhibition. Predict hERG channel inhibition at various concentrations. (1) The molecule is COc1ccc(/C=N/Nc2cc(C)nc3ccc(OC)cc23)c(OC)c1. Results: hERG_inhib (hERG inhibition (general)): blocker. (2) The compound is O=C(CCN1C(=O)[C@@H]2Cc3ccccc3CN2C1=O)NCc1ccc(Cl)cc1. Results: hERG_inhib (hERG inhibition (general)): blocker.